From a dataset of Full USPTO retrosynthesis dataset with 1.9M reactions from patents (1976-2016). Predict the reactants needed to synthesize the given product. (1) Given the product [F:27][C:28]([F:32])([F:31])[CH2:29][NH:30][C:3]([C:5]1[N:6]([CH3:26])[N:7]=[C:8]([O:10][CH2:11][C:12]2[C:13]([C:19]3[CH:20]=[CH:21][C:22]([F:25])=[CH:23][CH:24]=3)=[N:14][O:15][C:16]=2[CH2:17][OH:18])[CH:9]=1)=[O:4], predict the reactants needed to synthesize it. The reactants are: CO[C:3]([C:5]1[N:6]([CH3:26])[N:7]=[C:8]([O:10][CH2:11][C:12]2[C:13]([C:19]3[CH:24]=[CH:23][C:22]([F:25])=[CH:21][CH:20]=3)=[N:14][O:15][C:16]=2[CH2:17][OH:18])[CH:9]=1)=[O:4].[F:27][C:28]([F:32])([F:31])[CH2:29][NH2:30]. (2) Given the product [Br:1][C:2]1[CH:7]=[C:6]([F:8])[CH:5]=[CH:4][C:3]=1[C:9]1([CH2:22][O:23][CH2:24][C:25]2[CH:26]=[C:27]([C:35]3[CH:40]=[CH:39][C:38]([C:41]#[N:42])=[CH:37][CH:36]=3)[CH:28]=[C:29]([C:31]([F:34])([F:32])[F:33])[CH:30]=2)[CH2:14][CH2:13][NH:12][CH2:11][CH2:10]1, predict the reactants needed to synthesize it. The reactants are: [Br:1][C:2]1[CH:7]=[C:6]([F:8])[CH:5]=[CH:4][C:3]=1[C:9]1([CH2:22][O:23][CH2:24][C:25]2[CH:26]=[C:27]([C:35]3[CH:40]=[CH:39][C:38]([C:41]#[N:42])=[CH:37][CH:36]=3)[CH:28]=[C:29]([C:31]([F:34])([F:33])[F:32])[CH:30]=2)[CH2:14][CH2:13][N:12](C(OC(C)(C)C)=O)[CH2:11][CH2:10]1. (3) Given the product [Si:6]([O:5][CH2:4][CH2:3][CH2:2][O:33][C:30]1[CH:31]=[CH:32][N:27]([C:23]2[S:22][C:21]([C:19]([NH:18][CH2:17][C:16]3[CH:35]=[CH:36][CH:37]=[C:14]([F:13])[CH:15]=3)=[O:20])=[C:25]([CH3:26])[CH:24]=2)[C:28](=[O:34])[CH:29]=1)([C:9]([CH3:12])([CH3:11])[CH3:10])([CH3:8])[CH3:7], predict the reactants needed to synthesize it. The reactants are: Br[CH2:2][CH2:3][CH2:4][O:5][Si:6]([C:9]([CH3:12])([CH3:11])[CH3:10])([CH3:8])[CH3:7].[F:13][C:14]1[CH:15]=[C:16]([CH:35]=[CH:36][CH:37]=1)[CH2:17][NH:18][C:19]([C:21]1[S:22][C:23]([N:27]2[CH:32]=[CH:31][C:30]([OH:33])=[CH:29][C:28]2=[O:34])=[CH:24][C:25]=1[CH3:26])=[O:20].